Dataset: HIV replication inhibition screening data with 41,000+ compounds from the AIDS Antiviral Screen. Task: Binary Classification. Given a drug SMILES string, predict its activity (active/inactive) in a high-throughput screening assay against a specified biological target. The compound is [N-]=[N+]=Nc1ccc2c(c1)Sc1ccccc1N2CCCCN1CCN(Cc2ccc(C(=O)c3ccc(CSCC(N)C(=O)O)cc3)cc2)CC1. The result is 0 (inactive).